This data is from Full USPTO retrosynthesis dataset with 1.9M reactions from patents (1976-2016). The task is: Predict the reactants needed to synthesize the given product. (1) Given the product [F:1][C:2]1[CH:10]=[CH:9][C:8]2[N:7]([Si:11]([CH:15]([CH3:17])[CH3:16])([CH:18]([CH3:20])[CH3:19])[CH:12]([CH3:13])[CH3:14])[CH:6]=[CH:5][C:4]=2[C:3]=1[C:32]([OH:35])=[O:46], predict the reactants needed to synthesize it. The reactants are: [F:1][C:2]1[CH:3]=[C:4]2[C:8](=[CH:9][CH:10]=1)[N:7]([Si:11]([CH:18]([CH3:20])[CH3:19])([CH:15]([CH3:17])[CH3:16])[CH:12]([CH3:14])[CH3:13])[CH:6]=[CH:5]2.CC1(C)CCCC(C)(C)N1.C[C:32]([O-:35])(C)C.[K+].[Li]CCCC.Cl.C1C[O:46]CC1. (2) Given the product [Cl:20][CH2:3][C:2]([CH3:1])=[CH:5][C:6]1[CH:11]=[CH:10][C:9]([CH3:12])=[CH:8][CH:7]=1, predict the reactants needed to synthesize it. The reactants are: [CH3:1][C:2](=[CH:5][C:6]1[CH:11]=[CH:10][C:9]([CH3:12])=[CH:8][CH:7]=1)[CH2:3]O.CN(C)C=O.S(Cl)([Cl:20])=O.C(=O)([O-])[O-].[Na+].[Na+]. (3) Given the product [C:2]([C:4]1([NH:7][C:8]([C@@H:10]2[CH2:14][C@@H:13]([S:15]([C:18]3[CH:23]=[CH:22][C:21]([N:24]4[CH:28]=[CH:27][N:26]=[CH:25]4)=[CH:20][C:19]=3[C:29]([F:30])([F:32])[F:31])(=[O:16])=[O:17])[CH2:12][N:11]2[C:33](=[O:35])[CH3:34])=[O:9])[CH2:6][CH2:5]1)#[N:3], predict the reactants needed to synthesize it. The reactants are: Cl.[C:2]([C:4]1([NH:7][C:8]([C@@H:10]2[CH2:14][C@@H:13]([S:15]([C:18]3[CH:23]=[CH:22][C:21]([N:24]4[CH:28]=[CH:27][N:26]=[CH:25]4)=[CH:20][C:19]=3[C:29]([F:32])([F:31])[F:30])(=[O:17])=[O:16])[CH2:12][NH:11]2)=[O:9])[CH2:6][CH2:5]1)#[N:3].[C:33](OC(=O)C)(=[O:35])[CH3:34]. (4) The reactants are: II.C([O-])([O-])=O.[Ca+2].[C:8]([O:11][C@@H:12]1[CH2:31][CH2:30][C@@:29]2([CH3:32])[C@@H:14]([CH2:15][CH2:16][C@@H:17]3[C@@H:28]2[CH2:27][CH2:26][C@@:25]2([CH3:33])[C@H:18]3[CH2:19][CH2:20][C@@H:21]2[C:22](=[O:24])[CH3:23])[CH2:13]1)(=[O:10])[CH3:9].[C:34]([O:37][C@@H:38]1[CH2:59][CH2:58][C@@:57]2([CH3:60])[C@@H:40]([CH2:41][CH2:42][C@@H:43]3[C@@H:56]2[CH2:55][CH2:54][C@@:53]2([CH3:61])[C@H:44]3[CH2:45][CH2:46][C@@H:47]2[C:48]([OH:52])([C:50]#[N:51])[CH3:49])[CH2:39]1)(=[O:36])[CH3:35]. Given the product [C:8]([O:11][C@@H:12]1[CH2:31][CH2:30][C@@:29]2([CH3:32])[C@@H:14]([CH2:15][CH2:16][C@@H:17]3[C@@H:28]2[CH2:27][CH2:26][C@@:25]2([CH2:33][C:50]#[N:51])[C@H:18]3[CH2:19][CH2:20][C@@H:21]2[C:22](=[O:24])[CH3:23])[CH2:13]1)(=[O:10])[CH3:9].[C:34]([O:37][C@@H:38]1[CH2:59][CH2:58][C@@:57]2([CH3:60])[C@@H:40]([CH2:41][CH2:42][C@@H:43]3[C@@H:56]2[CH2:55][CH2:54][C@@:53]2([CH3:61])[C@H:44]3[CH2:45][CH2:46][C@@H:47]2[C:48](=[O:52])[CH3:49])[CH2:39]1)(=[O:36])[CH3:35], predict the reactants needed to synthesize it. (5) The reactants are: Cl[C:2]1[C:11]2[C:6](=[CH:7][CH:8]=[CH:9][CH:10]=2)[C:5]2=[CH:12][N:13]=[C:14]([C:15]3[CH:19]=[CH:18][O:17][N:16]=3)[N:4]2[N:3]=1.[CH3:20][N:21]1[CH:25]=[N:24][C:23]([CH2:26][OH:27])=[N:22]1. Given the product [CH3:20][N:21]1[CH:25]=[N:24][C:23]([CH2:26][O:27][C:2]2[C:11]3[C:6](=[CH:7][CH:8]=[CH:9][CH:10]=3)[C:5]3=[CH:12][N:13]=[C:14]([C:15]4[CH:19]=[CH:18][O:17][N:16]=4)[N:4]3[N:3]=2)=[N:22]1, predict the reactants needed to synthesize it. (6) Given the product [C:1]1([CH2:7][CH2:8][C:9]2[CH:10]=[CH:11][C:12]([C:15]3[N:20]=[CH:19][N:18]=[C:17]([NH:21][C@H:22]([C:30]([OH:32])=[O:31])[CH2:23][C:24]4[CH:25]=[CH:26][CH:27]=[CH:28][CH:29]=4)[CH:16]=3)=[CH:13][CH:14]=2)[CH:6]=[CH:5][CH:4]=[CH:3][CH:2]=1, predict the reactants needed to synthesize it. The reactants are: [C:1]1([CH2:7][CH2:8][C:9]2[CH:14]=[CH:13][C:12]([C:15]3[N:20]=[CH:19][N:18]=[C:17]([NH:21][C@H:22]([C:30]([O:32]C)=[O:31])[CH2:23][C:24]4[CH:29]=[CH:28][CH:27]=[CH:26][CH:25]=4)[CH:16]=3)=[CH:11][CH:10]=2)[CH:6]=[CH:5][CH:4]=[CH:3][CH:2]=1.[OH-].[Na+]. (7) Given the product [CH2:14]([N:11]1[CH2:12][CH2:13][C:8]([CH:2]([NH:1][S:36]([C:33]2[CH:32]=[CH:31][C:30]([O:29][CH2:25][C:26]#[C:27][CH3:28])=[CH:35][CH:34]=2)(=[O:38])=[O:37])[C:3]([O:5][CH2:6][CH3:7])=[O:4])([S:21][CH2:22][CH2:23][OH:24])[CH2:9][CH2:10]1)[C:15]1[CH:20]=[CH:19][CH:18]=[CH:17][CH:16]=1, predict the reactants needed to synthesize it. The reactants are: [NH2:1][CH:2]([C:8]1([S:21][CH2:22][CH2:23][OH:24])[CH2:13][CH2:12][N:11]([CH2:14][C:15]2[CH:20]=[CH:19][CH:18]=[CH:17][CH:16]=2)[CH2:10][CH2:9]1)[C:3]([O:5][CH2:6][CH3:7])=[O:4].[CH2:25]([O:29][C:30]1[CH:35]=[CH:34][C:33]([S:36](Cl)(=[O:38])=[O:37])=[CH:32][CH:31]=1)[C:26]#[C:27][CH3:28].C(N(CC)C(C)C)(C)C. (8) Given the product [F:11][C:8]([F:9])([F:10])[C:6]1[CH:7]=[C:3]([C:2]([F:1])([F:12])[F:13])[N:4]([CH2:21][C:22]([N:24]2[CH2:25][CH2:26][N:27]([C:30]3[CH:35]=[CH:34][C:33]([F:36])=[CH:32][CH:31]=3)[CH2:28][CH2:29]2)=[O:23])[N:5]=1, predict the reactants needed to synthesize it. The reactants are: [F:1][C:2]([F:13])([F:12])[C:3]1[CH:7]=[C:6]([C:8]([F:11])([F:10])[F:9])[NH:5][N:4]=1.C([O-])([O-])=O.[K+].[K+].Cl[CH2:21][C:22]([N:24]1[CH2:29][CH2:28][N:27]([C:30]2[CH:35]=[CH:34][C:33]([F:36])=[CH:32][CH:31]=2)[CH2:26][CH2:25]1)=[O:23].CN(C=O)C.